The task is: Regression. Given a target protein amino acid sequence and a drug SMILES string, predict the binding affinity score between them. We predict pKi (pKi = -log10(Ki in M); higher means stronger inhibition). Dataset: bindingdb_ki.. This data is from Drug-target binding data from BindingDB using Ki measurements. (1) The compound is O=c1ccn([C@@H]2O[C@H](COP(=O)(O)O)[C@@H](O)[C@H]2O)c(=O)[nH]1. The target protein sequence is MGFKVKLEKRRNAINTCLCIGLDPDEKDIENFMKNEKENNYNNIKKNLKEKYINNVSIKKDILLKAPDNIIREEKSEEFFYFFNHFCFYIINETNKYALTFKMNFAFYIPYGSVGIDVLKNVFDYLYELNIPTILDMKINDIGNTVKNYRKFIFEYLKSDSCTVNIYMGTNMLKDICYDEEKNKYYSAFVLVKTTNPDSAIFQKNLSLDNKQAYVIMAQEALNMSSYLNLEQNNEFIGFVVGANSYDEMNYIRTYFPNCYILSPGIGAQNGDLHKTLTNGYHKSYEKILINIGRAITKNPYPQKAAQMYYDQINAILKQNMES. The pKi is 3.7. (2) The compound is CC(CCNC(=O)N(C)C)N(C)C. The target protein (P32297) has sequence MGSGPLSLPLALSPPRLLLLLLLSLLPVARASEAEHRLFERLFEDYNEIIRPVANVSDPVIIHFEVSMSQLVKVDEVNQIMETNLWLKQIWNDYKLKWNPSDYGGAEFMRVPAQKIWKPDIVLYNNAVGDFQVDDKTKALLKYTGEVTWIPPAIFKSSCKIDVTYFPFDYQNCTMKFGSWSYDKAKIDLVLIGSSMNLKDYWESGEWAIIKAPGYKHDIKYNCCEEIYPDITYSLYIRRLPLFYTINLIIPCLLISFLTVLVFYLPSDCGEKVTLCISVLLSLTVFLLVITETIPSTSLVIPLIGEYLLFTMIFVTLSIVITVFVLNVHYRTPTTHTMPSWVKTVFLNLLPRVMFMTRPTSNEGNAQKPRPLYGAELSNLNCFSRAESKGCKEGYPCQDGMCGYCHHRRIKISNFSANLTRSSSSESVDAVLSLSALSPEIKEAIQSVKYIAENMKAQNEAKEIQDDWKYVAMVIDRIFLWVFTLVCILGTAGLFLQPLM.... The pKi is 3.0.